Task: Predict the product of the given reaction.. Dataset: Forward reaction prediction with 1.9M reactions from USPTO patents (1976-2016) (1) Given the reactants [H-].[Na+].C1([C:30]2[CH:29]=[CH:28][C:27]3[N:26](C4C=C[C:25]5[NH:26][C:27]6[C:32]([C:33]=5C=4)=[CH:31][C:30]([N:26]4[C:25]5C=CC(C7C=CC=CC=7)=C[C:33]=5[C:32]5[C:27]4=[CH:28][CH:29]=[CH:30][CH:31]=5)=[CH:29][CH:28]=6)[C:25]4[C:33]([C:32]=3[CH:31]=2)=CC=CC=4)C=CC=CC=1.Cl[C:55]1[N:60]=[C:59]([C:61]2[CH:66]=[CH:65][CH:64]=[CH:63][CH:62]=2)[N:58]=[C:57]([C:67]2[CH:72]=[CH:71][CH:70]=[CH:69][CH:68]=2)[N:56]=1, predict the reaction product. The product is: [C:29]1([C:55]2[N:60]=[C:59]([C:61]3[CH:66]=[CH:65][CH:64]=[CH:63][CH:62]=3)[N:58]=[C:57]([C:67]3[CH:72]=[CH:71][C:70]4[N:26]([C:30]5[CH:29]=[CH:28][C:27]6[NH:26][C:25]7[C:33]([C:32]=6[CH:31]=5)=[CH:25][C:33]([N:26]5[C:27]6[CH:28]=[CH:29][C:30]([C:55]8[N:60]=[C:59]([C:61]9[CH:62]=[CH:63][CH:64]=[CH:65][CH:66]=9)[N:58]=[C:57]([C:67]9[CH:68]=[CH:69][CH:70]=[CH:71][CH:72]=9)[N:56]=8)=[CH:31][C:32]=6[C:33]6[C:25]5=[CH:30][CH:29]=[CH:28][CH:27]=6)=[CH:32][CH:31]=7)[C:27]5[C:32]([C:69]=4[CH:68]=3)=[CH:31][CH:30]=[CH:29][CH:28]=5)[N:56]=2)[CH:28]=[CH:27][CH:32]=[CH:31][CH:30]=1. (2) Given the reactants CC#N.C(=O)=O.[CH2:7]([N:10]1[CH2:15][CH2:14][O:13][CH2:12][CH2:11]1)[C:8]#[CH:9].C([Mg]Cl)(C)C.CON(C)[C:24](=[O:26])[CH3:25], predict the reaction product. The product is: [N:10]1([CH2:7][C:8]#[C:9][C:24](=[O:26])[CH3:25])[CH2:15][CH2:14][O:13][CH2:12][CH2:11]1. (3) Given the reactants [CH3:1][C:2]1[C:7](/[CH:8]=[C:9](\[CH2:13][CH3:14])/[C:10]([OH:12])=[O:11])=[C:6]([O:15]C)[C:5]([O:17][CH3:18])=[C:4]([O:19][CH3:20])[C:3]=1[O:21]C, predict the reaction product. The product is: [CH3:20][O:19][C:4]1[C:3](=[O:21])[C:2]([CH3:1])=[C:7](/[CH:8]=[C:9](\[CH2:13][CH3:14])/[C:10]([OH:12])=[O:11])[C:6](=[O:15])[C:5]=1[O:17][CH3:18]. (4) Given the reactants [CH3:1][Mg]Br.[Cl:4][C:5]1[CH:10]=[CH:9][C:8]([CH2:11][C:12](=[O:14])[CH3:13])=[CH:7][C:6]=1[F:15], predict the reaction product. The product is: [Cl:4][C:5]1[CH:10]=[CH:9][C:8]([CH2:11][C:12]([CH3:1])([OH:14])[CH3:13])=[CH:7][C:6]=1[F:15]. (5) Given the reactants CO[C:3](=[O:22])[C:4]1[CH:9]=[CH:8][C:7]([O:10][CH2:11][C:12]2[C:13]([CH2:18][CH2:19][CH2:20][CH3:21])=[N:14][O:15][C:16]=2[CH3:17])=[N:6][CH:5]=1.[NH2:23][CH:24]1[CH2:29][CH2:28][O:27][CH2:26][CH2:25]1, predict the reaction product. The product is: [CH2:18]([C:13]1[C:12]([CH2:11][O:10][C:7]2[CH:8]=[CH:9][C:4]([C:3]([NH:23][CH:24]3[CH2:29][CH2:28][O:27][CH2:26][CH2:25]3)=[O:22])=[CH:5][N:6]=2)=[C:16]([CH3:17])[O:15][N:14]=1)[CH2:19][CH2:20][CH3:21].